From a dataset of Forward reaction prediction with 1.9M reactions from USPTO patents (1976-2016). Predict the product of the given reaction. Given the reactants F[C:2]1[CH:3]=[CH:4][C:5]([CH:8]=[O:9])=[N:6][CH:7]=1.[CH3:10][O-:11].[Na+], predict the reaction product. The product is: [CH3:10][O:11][C:2]1[CH:3]=[CH:4][C:5]([CH:8]=[O:9])=[N:6][CH:7]=1.